From a dataset of Forward reaction prediction with 1.9M reactions from USPTO patents (1976-2016). Predict the product of the given reaction. Given the reactants [OH:1][C:2]1([C:5]([OH:7])=O)[CH2:4][CH2:3]1.Cl.C[N:10]1[C:14]2[CH:15]=[CH:16][C:17]([C:19]3[CH:24]=[CH:23][C:22]([C:25]([N:27]4[CH2:32][CH2:31][NH:30][CH2:29][CH2:28]4)=[O:26])=[CH:21][CH:20]=3)=[CH:18][C:13]=2[NH:12][NH:11]1.[CH3:33]N(C(ON1N=NC2C=CC=CC1=2)=[N+](C)C)C.F[P-](F)(F)(F)(F)F.CCN(C(C)C)C(C)C, predict the reaction product. The product is: [OH:1][C:2]1([C:5]([N:30]2[CH2:29][CH2:28][N:27]([C:25]([C:22]3[CH:23]=[CH:24][C:19]([C:17]4[CH:16]=[CH:15][C:14]5=[N:10][N:11]([CH3:33])[N:12]=[C:13]5[CH:18]=4)=[CH:20][CH:21]=3)=[O:26])[CH2:32][CH2:31]2)=[O:7])[CH2:4][CH2:3]1.